Dataset: Catalyst prediction with 721,799 reactions and 888 catalyst types from USPTO. Task: Predict which catalyst facilitates the given reaction. Reactant: [CH2:1]([N:3]1[C:7]2=[N:8][C:9]([CH2:48][CH3:49])=[C:10]([CH2:19][NH:20][C:21]([C:23]3[CH:28]=[C:27]([CH3:29])[CH:26]=[C:25]([C:30]([NH:32][CH2:33][C:34]4[CH:35]=[C:36]([C:40]5[CH:45]=[CH:44][CH:43]=[C:42]([CH:46]=O)[CH:41]=5)[CH:37]=[CH:38][CH:39]=4)=[O:31])[CH:24]=3)=[O:22])[C:11]([NH:12][CH:13]3[CH2:18][CH2:17][O:16][CH2:15][CH2:14]3)=[C:6]2[CH:5]=[N:4]1)[CH3:2].[CH3:50][C@H:51]1[CH2:56][NH:55][CH2:54][CH2:53][N:52]1C(OC(C)(C)C)=O.C(O)(=O)C.C(O[BH-](OC(=O)C)OC(=O)C)(=O)C. Product: [CH2:1]([N:3]1[C:7]2=[N:8][C:9]([CH2:48][CH3:49])=[C:10]([CH2:19][NH:20][C:21]([C:23]3[CH:28]=[C:27]([CH3:29])[CH:26]=[C:25]([C:30]([NH:32][CH2:33][C:34]4[CH:35]=[C:36]([C:40]5[CH:45]=[CH:44][CH:43]=[C:42]([CH2:46][N:55]6[CH2:54][CH2:53][NH:52][C@@H:51]([CH3:50])[CH2:56]6)[CH:41]=5)[CH:37]=[CH:38][CH:39]=4)=[O:31])[CH:24]=3)=[O:22])[C:11]([NH:12][CH:13]3[CH2:14][CH2:15][O:16][CH2:17][CH2:18]3)=[C:6]2[CH:5]=[N:4]1)[CH3:2]. The catalyst class is: 16.